Dataset: Catalyst prediction with 721,799 reactions and 888 catalyst types from USPTO. Task: Predict which catalyst facilitates the given reaction. (1) Reactant: C(OC([N:8]([CH2:30][CH2:31][C:32]1[CH:37]=[CH:36][CH:35]=[CH:34][CH:33]=1)[CH2:9][CH2:10][CH2:11][S:12][C:13]1[N:17]([CH2:18][C:19]([O:21][C:22]([CH3:25])([CH3:24])[CH3:23])=[O:20])[C:16]2[CH:26]=[CH:27][CH:28]=[CH:29][C:15]=2[N:14]=1)=O)(C)(C)C.[ClH:38]. Product: [Cl-:38].[C:22]([O:21][C:19]([CH2:18][N:17]1[C:16]2[CH:26]=[CH:27][CH:28]=[CH:29][C:15]=2[N:14]=[C:13]1[S:12][CH2:11][CH2:10][CH2:9][NH2+:8][CH2:30][CH2:31][C:32]1[CH:33]=[CH:34][CH:35]=[CH:36][CH:37]=1)=[O:20])([CH3:25])([CH3:23])[CH3:24]. The catalyst class is: 13. (2) Reactant: C[O:2][C:3](=O)[CH2:4][CH2:5][C:6](OC)([O:8]C)[CH3:7].[CH:13]([O:15][CH2:16][CH3:17])=[O:14].[H-].[Na+].O. Product: [CH2:16]([O:15][C:13](=[O:14])[CH:4]([CH:3]=[O:2])[CH2:5][C:6](=[O:8])[CH3:7])[CH3:17]. The catalyst class is: 116. (3) Reactant: [Cl:1][C:2]1[CH:7]=[CH:6][C:5]([S:8]([N:11]([CH2:17][CH3:18])[C:12](=[CH2:16])[C:13]([OH:15])=O)(=[O:10])=[O:9])=[CH:4][CH:3]=1.CCOC(OC(OCC)=O)=O.[N:30]1([C:35]2[CH:40]=[C:39]([CH2:41][NH2:42])[CH:38]=[C:37]([C:43]3[CH:48]=[CH:47][C:46]([C:49]([F:52])([F:51])[F:50])=[CH:45][CH:44]=3)[N:36]=2)[CH2:34][CH2:33][CH2:32][CH2:31]1. Product: [Cl:1][C:2]1[CH:3]=[CH:4][C:5]([S:8]([N:11]([CH2:17][CH3:18])[C:12](=[CH2:16])[C:13]([NH:42][CH2:41][C:39]2[CH:38]=[C:37]([C:43]3[CH:44]=[CH:45][C:46]([C:49]([F:52])([F:50])[F:51])=[CH:47][CH:48]=3)[N:36]=[C:35]([N:30]3[CH2:31][CH2:32][CH2:33][CH2:34]3)[CH:40]=2)=[O:15])(=[O:9])=[O:10])=[CH:6][CH:7]=1. The catalyst class is: 1. (4) Reactant: [C:1]1(=O)[NH:6][CH2:5][CH2:4][N:3]2[CH2:7][CH2:8][NH:9][CH2:10][CH:2]12.B.C1COCC1. Product: [CH2:1]1[NH:6][CH2:5][CH2:4][N:3]2[CH2:7][CH2:8][NH:9][CH2:10][CH:2]12. The catalyst class is: 1. (5) Reactant: [CH3:1][N:2]([C:13](=[O:38])[C:14]1[CH:19]=[C:18]([CH2:20][C:21]2[C:22](=[O:33])[C:23]([O:31][CH3:32])=[C:24]([O:29][CH3:30])[C:25](=[O:28])[C:26]=2[CH3:27])[CH:17]=[CH:16][C:15]=1[O:34]C(=O)C)[C:3]1[CH:8]=[CH:7][C:6]([C:9]([F:12])([F:11])[F:10])=[CH:5][CH:4]=1.C(=O)([O-])O.[Na+]. Product: [CH3:1][N:2]([C:13](=[O:38])[C:14]1[CH:19]=[C:18]([CH2:20][C:21]2[C:22](=[O:33])[C:23]([O:31][CH3:32])=[C:24]([O:29][CH3:30])[C:25](=[O:28])[C:26]=2[CH3:27])[CH:17]=[CH:16][C:15]=1[OH:34])[C:3]1[CH:4]=[CH:5][C:6]([C:9]([F:11])([F:12])[F:10])=[CH:7][CH:8]=1. The catalyst class is: 24. (6) Reactant: [NH2:1][CH2:2][CH2:3][NH:4][C:5](=[O:16])[C@@H:6]([NH:9][C:10](=[O:15])[C:11]([F:14])([F:13])[F:12])[CH2:7][CH3:8].[CH3:17][O:18][C:19]1[CH:24]=[CH:23][C:22]([N:25]=[C:26]=[S:27])=[CH:21][CH:20]=1. Product: [CH3:17][O:18][C:19]1[CH:24]=[CH:23][C:22]([NH:25][C:26](=[S:27])[NH:1][CH2:2][CH2:3][NH:4][C:5](=[O:16])[C@H:6]([NH:9][C:10](=[O:15])[C:11]([F:14])([F:12])[F:13])[CH2:7][CH3:8])=[CH:21][CH:20]=1. The catalyst class is: 4. (7) Reactant: [CH3:1][O:2][C:3](=[O:25])[C:4]1[CH:9]=[C:8]([O:10][CH3:11])[C:7]([CH3:12])=[C:6]([O:13][CH3:14])[C:5]=1[O:15][C:16]1[CH:21]=[C:20]([CH3:22])[CH:19]=[C:18]([O:23][CH3:24])[CH:17]=1.[CH3:26][O:27]C(Cl)Cl. The catalyst class is: 528. Product: [CH3:1][O:2][C:3](=[O:25])[C:4]1[CH:9]=[C:8]([O:10][CH3:11])[C:7]([CH3:12])=[C:6]([O:13][CH3:14])[C:5]=1[O:15][C:16]1[CH:17]=[C:18]([O:23][CH3:24])[CH:19]=[C:20]([CH3:22])[C:21]=1[CH:26]=[O:27].